This data is from Catalyst prediction with 721,799 reactions and 888 catalyst types from USPTO. The task is: Predict which catalyst facilitates the given reaction. (1) Reactant: O[CH2:2][CH:3]([C:5]1[CH:17]=[CH:16][C:8]([C:9]([O:11][C:12]([CH3:15])([CH3:14])[CH3:13])=[O:10])=[CH:7][C:6]=1[N+:18]([O-:20])=[O:19])[CH3:4].N1[CH:26]=[CH:25][CH:24]=[CH:23][CH:22]=1.[Al]. Product: [C:9]([CH2:2][CH:3]([C:5]1[CH:17]=[CH:16][C:8]([C:9]([O:11][C:12]([CH3:15])([CH3:14])[CH3:13])=[O:10])=[CH:7][C:6]=1[N+:18]([O-:20])=[O:19])[CH3:4])([O:11][CH2:22][CH:23]1[C:6]2[C:23](=[CH:22][CH:2]=[CH:3][CH:5]=2)[C:24]2[C:24]1=[CH:25][CH:26]=[CH:26][CH:25]=2)=[O:10]. The catalyst class is: 10. (2) Reactant: Br[C:2]1[CH:3]=[C:4]([CH:19]=[CH:20][C:21]=1[N:22]1[CH2:26][C@H:25]([OH:27])[C@@H:24]([OH:28])[CH2:23]1)[C:5]([NH:7][C:8]1[CH:13]=[CH:12][C:11]([O:14][C:15]([F:18])([F:17])[F:16])=[CH:10][CH:9]=1)=[O:6].[N:29]1[CH:34]=[C:33](B(O)O)[CH:32]=[N:31][CH:30]=1.C([O-])([O-])=O.[Na+].[Na+]. Product: [OH:28][C@@H:24]1[C@@H:25]([OH:27])[CH2:26][N:22]([C:21]2[CH:20]=[CH:19][C:4]([C:5]([NH:7][C:8]3[CH:13]=[CH:12][C:11]([O:14][C:15]([F:18])([F:17])[F:16])=[CH:10][CH:9]=3)=[O:6])=[CH:3][C:2]=2[C:33]2[CH:34]=[N:29][CH:30]=[N:31][CH:32]=2)[CH2:23]1. The catalyst class is: 235. (3) Reactant: CC[C@@H]1[C@@H]2C[C@H]([C@@H](OC3C4C(=CC=CC=4)C(O[C@@H](C4C=CN=C5C=4C=C(OC)C=C5)[C@@H]4N5C[C@H](CC)[C@@H](CC5)C4)=NN=3)C3C=CN=C4C=3C=C([O:22]C)C=C4)N(CC2)C1.CS(N)(=O)=O.C([Si]([O:71]/[C:72](/[C:75]1[CH:80]=[CH:79][C:78]([O:81][CH2:82][C:83]2[CH:88]=[CH:87][C:86]([O:89][CH3:90])=[CH:85][CH:84]=2)=[CH:77][CH:76]=1)=[CH:73]\[CH3:74])(C)C)(C)(C)C.S([O-])([O-])=O.[Na+].[Na+]. Product: [OH:22][C@H:73]([CH3:74])[C:72]([C:75]1[CH:80]=[CH:79][C:78]([O:81][CH2:82][C:83]2[CH:88]=[CH:87][C:86]([O:89][CH3:90])=[CH:85][CH:84]=2)=[CH:77][CH:76]=1)=[O:71]. The catalyst class is: 371.